Regression. Given two drug SMILES strings and cell line genomic features, predict the synergy score measuring deviation from expected non-interaction effect. From a dataset of Merck oncology drug combination screen with 23,052 pairs across 39 cell lines. (1) Drug 1: O=C(CCCCCCC(=O)Nc1ccccc1)NO. Drug 2: CS(=O)(=O)CCNCc1ccc(-c2ccc3ncnc(Nc4ccc(OCc5cccc(F)c5)c(Cl)c4)c3c2)o1. Cell line: CAOV3. Synergy scores: synergy=39.8. (2) Synergy scores: synergy=0.348. Cell line: SKOV3. Drug 2: Cn1nnc2c(C(N)=O)ncn2c1=O. Drug 1: O=C(CCCCCCC(=O)Nc1ccccc1)NO. (3) Drug 1: COc1cc(C2c3cc4c(cc3C(OC3OC5COC(C)OC5C(O)C3O)C3COC(=O)C23)OCO4)cc(OC)c1O. Drug 2: CNC(=O)c1cc(Oc2ccc(NC(=O)Nc3ccc(Cl)c(C(F)(F)F)c3)cc2)ccn1. Cell line: A2058. Synergy scores: synergy=-12.2.